Predict the reactants needed to synthesize the given product. From a dataset of Full USPTO retrosynthesis dataset with 1.9M reactions from patents (1976-2016). (1) Given the product [F:40][C:41]1[CH:42]=[C:43]([CH:77]=[CH:78][CH:79]=1)[CH2:44][O:45][C:46]1[CH:51]=[CH:50][C:49]([NH:52][C:53]2[C:62]3[C:57](=[CH:58][CH:59]=[C:60]([C:63]4[N:64]=[C:65]([CH2:68][NH:69][CH2:70][CH2:71][S:72]([CH3:75])(=[O:74])=[O:73])[S:66][CH:67]=4)[CH:61]=3)[N:56]=[CH:55][N:54]=2)=[CH:48][C:47]=1[Cl:76], predict the reactants needed to synthesize it. The reactants are: BrC1C=C(C=CC=1OCC1C=CC=C(F)C=1)N.S(C1C=CC(C)=CC=1)(O)(=O)=O.S(C1C=CC(C)=CC=1)(O)(=O)=O.[F:40][C:41]1[CH:42]=[C:43]([CH:77]=[CH:78][CH:79]=1)[CH2:44][O:45][C:46]1[CH:51]=[CH:50][C:49]([NH:52][C:53]2[C:62]3[C:57](=[CH:58][CH:59]=[C:60]([C:63]4[N:64]=[C:65]([CH2:68][NH:69][CH2:70][CH2:71][S:72]([CH3:75])(=[O:74])=[O:73])[S:66][CH:67]=4)[CH:61]=3)[N:56]=[CH:55][N:54]=2)=[CH:48][C:47]=1[Cl:76]. (2) Given the product [F:21][C:10]1[C:11]2[O:12][C:13]3[C:18](=[CH:17][C:16]([O:19][CH3:20])=[CH:15][CH:14]=3)[C@@:5]3([CH2:4][O:3][C:2]([NH2:1])=[N:27]3)[C:6]=2[CH:7]=[C:8]([C:22]2([F:34])[CH2:25][O:24][CH2:23]2)[CH:9]=1, predict the reactants needed to synthesize it. The reactants are: [NH2:1][C:2]1[O:3][CH2:4][C@:5]2([N:27]=1)[C:18]1[CH:17]=[C:16]([O:19][CH3:20])[CH:15]=[CH:14][C:13]=1[O:12][C:11]1[C:6]2=[CH:7][C:8]([C:22]2(O)[CH2:25][O:24][CH2:23]2)=[CH:9][C:10]=1[F:21].C(N(S(F)(F)[F:34])CC)C.